From a dataset of Forward reaction prediction with 1.9M reactions from USPTO patents (1976-2016). Predict the product of the given reaction. (1) Given the reactants C(N(CC)CC)C.[Br:8][C:9]1[CH:18]=[C:17]2[C:12]([C:13](Cl)=[C:14]([N+:19]([O-:21])=[O:20])[CH:15]=[N:16]2)=[CH:11][CH:10]=1.[NH2:23][CH2:24][C:25]([CH3:28])([OH:27])[CH3:26], predict the reaction product. The product is: [Br:8][C:9]1[CH:18]=[C:17]2[C:12]([C:13]([NH:23][CH2:24][C:25]([CH3:28])([OH:27])[CH3:26])=[C:14]([N+:19]([O-:21])=[O:20])[CH:15]=[N:16]2)=[CH:11][CH:10]=1. (2) Given the reactants Cl[C:2]1[N:9]=[C:8]([C:10]2[CH:15]=[CH:14][CH:13]=[CH:12][CH:11]=2)[C:7]([C:16]2[CH:21]=[CH:20][C:19](=[O:22])[N:18]([CH:23]([CH3:25])[CH3:24])[N:17]=2)=[CH:6][C:3]=1[C:4]#[N:5].[NH3:26].O1CCOCC1, predict the reaction product. The product is: [NH2:26][C:2]1[N:9]=[C:8]([C:10]2[CH:15]=[CH:14][CH:13]=[CH:12][CH:11]=2)[C:7]([C:16]2[CH:21]=[CH:20][C:19](=[O:22])[N:18]([CH:23]([CH3:25])[CH3:24])[N:17]=2)=[CH:6][C:3]=1[C:4]#[N:5].